From a dataset of Forward reaction prediction with 1.9M reactions from USPTO patents (1976-2016). Predict the product of the given reaction. (1) Given the reactants [Cl:1][C:2]1[S:6][C:5]([C:7](Cl)=[O:8])=[N:4][C:3]=1[C:10]1[N:14]2[N:15]=[CH:16][CH:17]=[CH:18][C:13]2=[N:12][CH:11]=1.C(OC(=O)[NH:25][C@H:26]1[CH2:31][CH2:30][CH2:29][C:28]([F:33])([F:32])[C@@H:27]1[NH2:34])(C)(C)C, predict the reaction product. The product is: [NH2:25][C@@H:26]1[C@@H:27]([NH:34][C:7]([C:5]2[S:6][C:2]([Cl:1])=[C:3]([C:10]3[N:14]4[N:15]=[CH:16][CH:17]=[CH:18][C:13]4=[N:12][CH:11]=3)[N:4]=2)=[O:8])[C:28]([F:33])([F:32])[CH2:29][CH2:30][CH2:31]1. (2) Given the reactants [NH2:1][CH2:2][C:3]1[CH:17]=[CH:16][C:6]2[N:7]=[C:8]([NH:10][C:11]([NH:13][CH2:14][CH3:15])=[O:12])[S:9][C:5]=2[CH:4]=1.ClCCl.[S:21](Cl)(Cl)(=[O:23])=[O:22], predict the reaction product. The product is: [CH2:14]([NH:13][C:11]([NH:10][C:8]1[S:9][C:5]2[CH:4]=[C:3]([CH2:2][NH:1][S:21]([C:3]3[CH:17]=[CH:16][CH:6]=[CH:5][CH:4]=3)(=[O:23])=[O:22])[CH:17]=[CH:16][C:6]=2[N:7]=1)=[O:12])[CH3:15]. (3) Given the reactants [C:1]1(=[O:8])[CH:6]=[CH:5][C:4](=[O:7])[CH:3]=[CH:2]1.[CH2:9]([N:11]([CH2:16][C:17]1[CH:22]=[CH:21][CH:20]=[CH:19][C:18]=1[O:23][CH3:24])[CH2:12][CH2:13][CH2:14][NH2:15])[CH3:10], predict the reaction product. The product is: [CH2:9]([N:11]([CH2:16][C:17]1[CH:22]=[CH:21][CH:20]=[CH:19][C:18]=1[O:23][CH3:24])[CH2:12][CH2:13][CH2:14][NH:15][C:6]1[C:1](=[O:8])[CH:2]=[C:3]([NH:15][CH2:14][CH2:13][CH2:12][N:11]([CH2:9][CH3:10])[CH2:16][C:17]2[CH:22]=[CH:21][CH:20]=[CH:19][C:18]=2[O:23][CH3:24])[C:4](=[O:7])[CH:5]=1)[CH3:10]. (4) Given the reactants [Cl:1][C:2]1[CH:3]=[C:4]([CH:8]=[C:9]([N+:11]([O-:13])=[O:12])[CH:10]=1)[C:5](O)=[O:6].CO, predict the reaction product. The product is: [Cl:1][C:2]1[CH:3]=[C:4]([CH2:5][OH:6])[CH:8]=[C:9]([N+:11]([O-:13])=[O:12])[CH:10]=1. (5) Given the reactants Cl[C:2]1[N:11]=[C:10]([CH3:12])[CH:9]=[CH:8][C:3]=1[C:4]([O:6][CH3:7])=[O:5].O.[NH2:14][NH2:15], predict the reaction product. The product is: [NH:14]([C:2]1[N:11]=[C:10]([CH3:12])[CH:9]=[CH:8][C:3]=1[C:4]([O:6][CH3:7])=[O:5])[NH2:15]. (6) Given the reactants [NH2:1][C:2]1[C:3]([N+:12]([O-:14])=[O:13])=[C:4]([CH:8]=[C:9]([Cl:11])[CH:10]=1)[C:5]([OH:7])=[O:6].[CH3:15]N(C(ON1N=NC2C=CC=NC1=2)=[N+](C)C)C.F[P-](F)(F)(F)(F)F.C[NH3+].F[P-](F)(F)(F)(F)F.N1(OC(N(C)C)=[N+](C)C)C2N=CC=CC=2N=N1.F[P-](F)(F)(F)(F)F.CCN(CC)CC, predict the reaction product. The product is: [NH2:1][C:2]1[C:3]([N+:12]([O-:14])=[O:13])=[C:4]([CH:8]=[C:9]([Cl:11])[CH:10]=1)[C:5]([O:7][CH3:15])=[O:6].